From a dataset of Forward reaction prediction with 1.9M reactions from USPTO patents (1976-2016). Predict the product of the given reaction. (1) Given the reactants [C:1]([O:5][C:6](=[O:34])[N:7]([C@H:9]([C:11](=[O:33])[NH:12][C@@H:13]1[C:19](=[O:20])[NH:18][C:17]2[CH:21]=[C:22]([O:25][CH2:26][C:27]3[CH:32]=[CH:31][CH:30]=[CH:29][CH:28]=3)[CH:23]=[CH:24][C:16]=2[CH2:15][CH2:14]1)[CH3:10])[CH3:8])([CH3:4])([CH3:3])[CH3:2].[CH2:35](Br)[C:36]1[CH:41]=[CH:40][CH:39]=[CH:38][CH:37]=1.C([O-])([O-])=O.[Cs+].[Cs+].CN(C=O)C, predict the reaction product. The product is: [C:1]([O:5][C:6](=[O:34])[N:7]([C@H:9]([C:11](=[O:33])[NH:12][C@@H:13]1[C:19](=[O:20])[N:18]([CH2:35][C:36]2[CH:41]=[CH:40][CH:39]=[CH:38][CH:37]=2)[C:17]2[CH:21]=[C:22]([O:25][CH2:26][C:27]3[CH:28]=[CH:29][CH:30]=[CH:31][CH:32]=3)[CH:23]=[CH:24][C:16]=2[CH2:15][CH2:14]1)[CH3:10])[CH3:8])([CH3:2])([CH3:3])[CH3:4]. (2) Given the reactants [OH:1][C:2]1[CH:3]=[C:4]([CH:9]=[C:10]([OH:12])[CH:11]=1)[C:5]([O:7][CH3:8])=[O:6].C(=O)([O-])[O-].[K+].[K+].[CH2:19](Br)[C:20]1[CH:25]=[CH:24][CH:23]=[CH:22][CH:21]=1, predict the reaction product. The product is: [OH:1][C:2]1[CH:3]=[C:4]([CH:9]=[C:10]([O:12][CH2:19][C:20]2[CH:25]=[CH:24][CH:23]=[CH:22][CH:21]=2)[CH:11]=1)[C:5]([O:7][CH3:8])=[O:6]. (3) Given the reactants CCN(C(C)C)C(C)C.[C:10]([O:14][C:15]([N:17]1[CH2:22][CH2:21][NH:20][CH2:19][CH2:18]1)=[O:16])([CH3:13])([CH3:12])[CH3:11].[Cl:23][C:24]([Cl:34])([O:26][C:27](=O)[O:28]C(Cl)(Cl)Cl)[Cl:25], predict the reaction product. The product is: [N:17]1([C:15]([O:14][C:10]([CH3:13])([CH3:11])[CH3:12])=[O:16])[CH2:22][CH2:21][N:20]([C:27]([O:26][C:24]([Cl:34])([Cl:25])[Cl:23])=[O:28])[CH2:19][CH2:18]1. (4) Given the reactants C[O-].[Na+].C(=O)(O)O.[NH2:8][NH:9][C:10]([NH2:12])=[NH:11].[F:13][C:14]([F:26])([F:25])[C:15]1[CH:16]=[C:17]([CH:22]=[CH:23][CH:24]=1)[C:18](OC)=O, predict the reaction product. The product is: [F:13][C:14]([F:25])([F:26])[C:15]1[CH:16]=[C:17]([C:18]2[NH:11][C:10]([NH2:12])=[N:9][N:8]=2)[CH:22]=[CH:23][CH:24]=1. (5) Given the reactants [NH2:1][C:2]1[CH:3]=[C:4]([C:8]2[N:13]3[N:14]=[CH:15][C:16]([C:17]([C:19]4[S:20][CH:21]=[CH:22][CH:23]=4)=[O:18])=[C:12]3[N:11]=[CH:10][CH:9]=2)[CH:5]=[CH:6][CH:7]=1.[C:24]1(=[O:31])[O:30][C:28](=[O:29])[CH2:27][CH2:26][CH2:25]1, predict the reaction product. The product is: [O:31]=[C:24]([NH:1][C:2]1[CH:7]=[CH:6][CH:5]=[C:4]([C:8]2[N:13]3[N:14]=[CH:15][C:16]([C:17]([C:19]4[S:20][CH:21]=[CH:22][CH:23]=4)=[O:18])=[C:12]3[N:11]=[CH:10][CH:9]=2)[CH:3]=1)[CH2:25][CH2:26][CH2:27][C:28]([OH:30])=[O:29]. (6) The product is: [F:24][C:25]1[CH:26]=[CH:27][C:28]([CH2:29][CH2:30][N:31]2[CH2:36][CH2:35][N:34]([C:2]3[CH:3]=[CH:4][C:5]4[C:6]5[CH2:16][CH2:15][N:14]([C:17]([O:19][C:20]([CH3:23])([CH3:22])[CH3:21])=[O:18])[CH2:13][CH2:12][C:7]=5[N:8]([CH3:11])[C:9]=4[CH:10]=3)[C:33](=[O:37])[CH2:32]2)=[CH:38][CH:39]=1. Given the reactants Br[C:2]1[CH:3]=[CH:4][C:5]2[C:6]3[CH2:16][CH2:15][N:14]([C:17]([O:19][C:20]([CH3:23])([CH3:22])[CH3:21])=[O:18])[CH2:13][CH2:12][C:7]=3[N:8]([CH3:11])[C:9]=2[CH:10]=1.[F:24][C:25]1[CH:39]=[CH:38][C:28]([CH2:29][CH2:30][N:31]2[CH2:36][CH2:35][NH:34][C:33](=[O:37])[CH2:32]2)=[CH:27][CH:26]=1, predict the reaction product. (7) Given the reactants [F:1][C:2]1[C:3]([NH:12][C:13]2[CH:18]=[CH:17][C:16]([I:19])=[CH:15][C:14]=2[F:20])=[C:4]([CH:8]=[CH:9][C:10]=1[F:11])[C:5]([OH:7])=O.C1CN([P+](O[N:38]2N=[N:45][C:40]3C=CC=[CH:44][C:39]2=3)(N2CCCC2)N2CCCC2)CC1.F[P-](F)(F)(F)(F)F.N1CC(N[C:59](=[O:65])[O:60]CCCC)C1.C(N(CC)[CH:70]([CH3:72])[CH3:71])(C)C.[CH3:75]N(C)C=O, predict the reaction product. The product is: [F:1][C:2]1[C:3]([NH:12][C:13]2[CH:18]=[CH:17][C:16]([I:19])=[CH:15][C:14]=2[F:20])=[C:4]([C:5]([N:45]2[CH2:40][CH:39]([NH:38][C:59](=[O:60])[O:65][C:70]([CH3:72])([CH3:75])[CH3:71])[CH2:44]2)=[O:7])[CH:8]=[CH:9][C:10]=1[F:11]. (8) Given the reactants Br[C:2]1[CH:3]=[CH:4][C:5]([CH:20]([CH3:22])[CH3:21])=[C:6]([S:8]([NH:11][CH2:12][CH2:13][C:14]2[CH:19]=[CH:18][CH:17]=[CH:16][N:15]=2)(=[O:10])=[O:9])[CH:7]=1.C[Mg]Br.C1(C)C=CC=CC=1.C1COCC1.C([Li])CCC.CCCCCC.[S:49](F)([C:52]1[C:64]2[CH:63]=[CH:62][CH:61]=[C:57]([N:58]([CH3:60])[CH3:59])[C:56]=2[CH:55]=[CH:54][CH:53]=1)(=[O:51])=[O:50], predict the reaction product. The product is: [CH3:59][N:58]([CH3:60])[C:57]1[CH:61]=[CH:62][CH:63]=[C:64]2[C:56]=1[CH:55]=[CH:54][CH:53]=[C:52]2[S:49]([C:2]1[CH:3]=[CH:4][C:5]([CH:20]([CH3:22])[CH3:21])=[C:6]([S:8]([NH:11][CH2:12][CH2:13][C:14]2[CH:19]=[CH:18][CH:17]=[CH:16][N:15]=2)(=[O:10])=[O:9])[CH:7]=1)(=[O:51])=[O:50].